Dataset: NCI-60 drug combinations with 297,098 pairs across 59 cell lines. Task: Regression. Given two drug SMILES strings and cell line genomic features, predict the synergy score measuring deviation from expected non-interaction effect. Drug 1: COC1=CC(=CC(=C1O)OC)C2C3C(COC3=O)C(C4=CC5=C(C=C24)OCO5)OC6C(C(C7C(O6)COC(O7)C8=CC=CS8)O)O. Drug 2: C(CN)CNCCSP(=O)(O)O. Cell line: SR. Synergy scores: CSS=73.5, Synergy_ZIP=2.68, Synergy_Bliss=1.97, Synergy_Loewe=0.163, Synergy_HSA=3.46.